Predict which catalyst facilitates the given reaction. From a dataset of Catalyst prediction with 721,799 reactions and 888 catalyst types from USPTO. (1) Reactant: N1C=CC=C(C[C:8]([O:10][CH2:11][CH3:12])=[O:9])C=1.[CH3:13][N:14](P(N(C)C)(N(C)C)=O)[CH3:15].C[Si]([N-][Si](C)(C)C)(C)C.[K+].[F:34][CH:35]([F:67])[O:36][C:37]1[CH:38]=[C:39]([CH:47]([C:49]2[CH:54]=[CH:53][C:52]([C:55]([O:58][CH2:59][O:60][CH2:61][CH2:62][Si:63]([CH3:66])([CH3:65])[CH3:64])([CH3:57])[CH3:56])=[CH:51][CH:50]=2)Cl)[CH:40]=[CH:41][C:42]=1[O:43][CH:44]([F:46])[F:45]. Product: [C:8]([C:47]([C:39]1[CH:40]=[CH:41][C:42]([O:43][CH:44]([F:46])[F:45])=[C:37]([O:36][CH:35]([F:67])[F:34])[CH:38]=1)([C:49]1[CH:54]=[CH:53][C:52]([C:55]([O:58][CH2:59][O:60][CH2:61][CH2:62][Si:63]([CH3:66])([CH3:65])[CH3:64])([CH3:57])[CH3:56])=[CH:51][CH:50]=1)[CH2:41][C:42]1[CH:13]=[N:14][CH:15]=[CH:38][CH:37]=1)([O:10][CH2:11][CH3:12])=[O:9]. The catalyst class is: 247. (2) Reactant: [OH-].[Na+].[Cl:3][C:4]1[CH:5]=[C:6]([CH:22]=[CH:23][C:24]=1[Cl:25])[CH2:7][NH:8][C:9](=[O:21])[NH:10][C:11]1[S:12][CH:13]=[C:14]([C:16]([O:18]CC)=[O:17])[N:15]=1. Product: [Cl:3][C:4]1[CH:5]=[C:6]([CH:22]=[CH:23][C:24]=1[Cl:25])[CH2:7][NH:8][C:9](=[O:21])[NH:10][C:11]1[S:12][CH:13]=[C:14]([C:16]([OH:18])=[O:17])[N:15]=1. The catalyst class is: 8. (3) Reactant: [Br:1][C:2]1[C:3](Cl)=[N:4][C:5]([Cl:8])=[N:6][CH:7]=1.[NH2:10][CH:11]1[CH2:16][CH2:15][CH:14]([OH:17])[CH2:13][CH2:12]1.CCN(C(C)C)C(C)C. Product: [Br:1][C:2]1[C:3]([NH:10][CH:11]2[CH2:16][CH2:15][CH:14]([OH:17])[CH2:13][CH2:12]2)=[N:4][C:5]([Cl:8])=[N:6][CH:7]=1. The catalyst class is: 41. (4) Reactant: [CH3:1][C:2]1[C:6]2[CH:7]=[CH:8][CH:9]=[CH:10][C:5]=2[O:4][C:3]=1[CH:11]([NH:20][C:21]1[CH:29]=[CH:28][C:24]([C:25](O)=[O:26])=[CH:23][CH:22]=1)[CH2:12][O:13][C:14]1[CH:19]=[CH:18][CH:17]=[CH:16][CH:15]=1.Cl.[CH2:31]([O:33][C:34](=[O:38])[CH2:35][CH2:36][NH2:37])[CH3:32].O.ON1C2C=CC=CC=2N=N1.Cl.C(N=C=NCCCN(C)C)C.Cl. Product: [CH3:1][C:2]1[C:6]2[CH:7]=[CH:8][CH:9]=[CH:10][C:5]=2[O:4][C:3]=1[CH:11]([NH:20][C:21]1[CH:22]=[CH:23][C:24]([C:25]([NH:37][CH2:36][CH2:35][C:34]([O:33][CH2:31][CH3:32])=[O:38])=[O:26])=[CH:28][CH:29]=1)[CH2:12][O:13][C:14]1[CH:19]=[CH:18][CH:17]=[CH:16][CH:15]=1. The catalyst class is: 289. (5) Reactant: [Li]CCCC.CCCCCC.Br[C:13]1[CH:18]=[CH:17][C:16]([O:19][CH3:20])=[CH:15][C:14]=1[C:21]1[CH:26]=[CH:25][CH:24]=[CH:23][CH:22]=1.C[O:28][B:29](OC)[O:30]C.Cl. Product: [CH3:20][O:19][C:16]1[CH:17]=[CH:18][C:13]([B:29]([OH:30])[OH:28])=[C:14]([C:21]2[CH:26]=[CH:25][CH:24]=[CH:23][CH:22]=2)[CH:15]=1. The catalyst class is: 7.